Task: Predict the reactants needed to synthesize the given product.. Dataset: Full USPTO retrosynthesis dataset with 1.9M reactions from patents (1976-2016) (1) Given the product [CH3:1][N:2]1[C:7]2[C:6](=[C:11]([CH3:12])[CH:10]=[CH:9][CH:8]=2)[C:5](=[O:13])[NH:15][C:3]1=[O:4], predict the reactants needed to synthesize it. The reactants are: [CH3:1][N:2]1[C:7]2[CH:8]=[CH:9][CH:10]=[C:11]([CH3:12])[C:6]=2[C:5](=[O:13])[O:4][C:3]1=O.[NH2:15]C(N)=O. (2) The reactants are: [C:1]([O:5][CH2:6][CH2:7][CH2:8][CH2:9][CH2:10][CH2:11][CH2:12][CH2:13][CH2:14][CH2:15][CH2:16][CH2:17][CH2:18][CH2:19][CH2:20][CH2:21][CH2:22][CH3:23])(=[O:4])[CH:2]=[CH2:3].[CH2:24]([O:28][C:29](=[O:32])[CH:30]=[CH2:31])[CH2:25][CH2:26][CH3:27].[C:33]([O:37]CCO)(=[O:36])[CH:34]=[CH2:35].CC(N=NC(C#N)(C)C)(C#N)C. Given the product [C:1]([O:5][CH2:6][CH2:7][CH2:8][CH2:9][CH2:10][CH2:11][CH2:12][CH2:13][CH2:14][CH2:15][CH2:16][CH2:17][CH2:18][CH2:19][CH2:20][CH2:21][CH2:22][CH3:23])(=[O:4])[CH:2]=[CH2:3].[C:29]([O:28][CH2:24][CH2:25][CH2:26][CH3:27])(=[O:32])[CH:30]=[CH2:31].[OH:4][C:34](=[CH2:35])[C:33]([O-:37])=[O:36], predict the reactants needed to synthesize it. (3) Given the product [CH3:23][O:24][C:25](=[O:40])[CH2:26][CH2:27][C:28]([C:30]1[C:38]2[C:33](=[CH:34][CH:35]=[C:36]([Br:39])[CH:37]=2)[N:32]([C:2]2[N:11]=[C:10]([C:12]3[CH:17]=[CH:16][CH:15]=[CH:14][N:13]=3)[C:9]3[C:4](=[CH:5][CH:6]=[C:7]([C:18]4[O:19][CH:20]=[CH:21][CH:22]=4)[CH:8]=3)[N:3]=2)[CH:31]=1)=[O:29], predict the reactants needed to synthesize it. The reactants are: Cl[C:2]1[N:11]=[C:10]([C:12]2[CH:17]=[CH:16][CH:15]=[CH:14][N:13]=2)[C:9]2[C:4](=[CH:5][CH:6]=[C:7]([C:18]3[O:19][CH:20]=[CH:21][CH:22]=3)[CH:8]=2)[N:3]=1.[CH3:23][O:24][C:25](=[O:40])[CH2:26][CH2:27][C:28]([C:30]1[C:38]2[C:33](=[CH:34][CH:35]=[C:36]([Br:39])[CH:37]=2)[NH:32][CH:31]=1)=[O:29].C([O-])([O-])=O.[K+].[K+].O. (4) Given the product [CH3:1][O:2][C:3]1[CH:8]=[CH:7][C:6]([C:9]2[N+:18]([O-:19])=[CH:17][C:16]3[C:11]([CH:10]=2)=[CH:12][N:13]=[CH:14][CH:15]=3)=[CH:5][CH:4]=1, predict the reactants needed to synthesize it. The reactants are: [CH3:1][O:2][C:3]1[CH:8]=[CH:7][C:6]([C:9]#[C:10][C:11]2[CH:12]=[N:13][CH:14]=[CH:15][C:16]=2[CH:17]=[N:18][OH:19])=[CH:5][CH:4]=1.C(=O)([O-])[O-].[K+].[K+].O. (5) Given the product [F:1][C:2]1[CH:3]=[C:4]([C@@H:9]2[CH2:13][N:12]([C:23]3[CH:24]=[N:25][N:26]([CH2:28][C:29]4[CH:34]=[CH:33][C:32]([O:35][CH3:36])=[CH:31][CH:30]=4)[CH:27]=3)[CH2:11][C@H:10]2[NH:14][C:15](=[O:21])[O:16][C:17]([CH3:18])([CH3:20])[CH3:19])[CH:5]=[CH:6][C:7]=1[F:8], predict the reactants needed to synthesize it. The reactants are: [F:1][C:2]1[CH:3]=[C:4]([C@@H:9]2[CH2:13][NH:12][CH2:11][C@H:10]2[NH:14][C:15](=[O:21])[O:16][C:17]([CH3:20])([CH3:19])[CH3:18])[CH:5]=[CH:6][C:7]=1[F:8].I[C:23]1[CH:24]=[N:25][N:26]([CH2:28][C:29]2[CH:34]=[CH:33][C:32]([O:35][CH3:36])=[CH:31][CH:30]=2)[CH:27]=1.C([O-])([O-])=O.[K+].[K+].N1CCC[C@H]1C(O)=O. (6) Given the product [CH2:1]([N:8]1[C:16]2[C:11](=[CH:12][CH:13]=[C:14]([C:17]([NH:74][CH2:73][CH2:71][OH:72])=[O:19])[CH:15]=2)[C:10]([C:20]([NH:21][CH2:22][C:23]2[CH:28]=[CH:27][C:26]([F:29])=[C:25]([F:30])[CH:24]=2)=[O:31])=[C:9]1[CH:32]([CH3:33])[CH3:34])[C:2]1[CH:3]=[CH:4][CH:5]=[CH:6][CH:7]=1, predict the reactants needed to synthesize it. The reactants are: [CH2:1]([N:8]1[C:16]2[C:11](=[CH:12][CH:13]=[C:14]([C:17]([OH:19])=O)[CH:15]=2)[C:10]([C:20](=[O:31])[NH:21][CH2:22][C:23]2[CH:28]=[CH:27][C:26]([F:29])=[C:25]([F:30])[CH:24]=2)=[C:9]1[CH:32]([CH3:34])[CH3:33])[C:2]1[CH:7]=[CH:6][CH:5]=[CH:4][CH:3]=1.F[P-](F)(F)(F)(F)F.N1(O[P+](N(C)C)(N(C)C)N(C)C)C2C=CC=CC=2N=N1.CCN(C(C)C)C(C)C.[CH2:71]([CH2:73][NH2:74])[OH:72]. (7) Given the product [CH3:19][N:14]([CH2:13][C:12]1[CH:20]=[CH:21][CH:22]=[C:10]([C:6]2[C:5]3[N:4]([N:3]=[C:2]([NH:37][C:34]4[CH:35]=[CH:36][C:31]([CH:28]5[CH2:27][CH2:26][N:25]([CH3:24])[CH2:30][CH2:29]5)=[CH:32][CH:33]=4)[N:23]=3)[CH:9]=[CH:8][CH:7]=2)[CH:11]=1)[S:15]([CH3:18])(=[O:17])=[O:16], predict the reactants needed to synthesize it. The reactants are: Cl[C:2]1[N:23]=[C:5]2[C:6]([C:10]3[CH:11]=[C:12]([CH:20]=[CH:21][CH:22]=3)[CH2:13][N:14]([CH3:19])[S:15]([CH3:18])(=[O:17])=[O:16])=[CH:7][CH:8]=[CH:9][N:4]2[N:3]=1.[CH3:24][N:25]1[CH2:30][CH2:29][CH:28]([C:31]2[CH:36]=[CH:35][C:34]([NH2:37])=[CH:33][CH:32]=2)[CH2:27][CH2:26]1.C1(P(C2CCCCC2)C2C=CC=CC=2C2C=CC=CC=2P(C2CCCCC2)C2CCCCC2)CCCCC1. (8) Given the product [C:1]([C:5]1[CH:10]=[CH:9][C:8]([NH:11][C:12]([NH:13][C@H:14]([CH2:20][CH3:21])[CH2:15][CH2:16][OH:17])=[O:22])=[CH:7][CH:6]=1)([CH3:4])([CH3:3])[CH3:2], predict the reactants needed to synthesize it. The reactants are: [C:1]([C:5]1[CH:10]=[CH:9][C:8]([NH:11][C:12](=[O:22])[NH:13][C@H:14]([CH2:20][CH3:21])[CH2:15][C:16](OC)=[O:17])=[CH:7][CH:6]=1)([CH3:4])([CH3:3])[CH3:2].[Li+].[BH4-].O. (9) Given the product [ClH:3].[CH3:10][NH:12][C@@H:13]([CH2:17][CH2:18][CH:19]=[CH2:20])[C:14]([O:16][CH3:22])=[O:15], predict the reactants needed to synthesize it. The reactants are: S(Cl)([Cl:3])=O.C(O[C:10]([N:12](C)[C@@H:13]([CH2:17][CH2:18][CH:19]=[CH2:20])[C:14]([OH:16])=[O:15])=O)(C)(C)C.[CH3:22]O. (10) Given the product [F:20][C:21]([F:32])([F:31])[C:22]1[CH:27]=[CH:26][CH:25]=[CH:24][C:23]=1[C:2]1[CH:3]=[C:4]2[C:9](=[CH:10][CH:11]=1)[N:8]1[CH:12]=[CH:13][N:14]=[C:7]1[C:6]([NH:15][CH2:16][CH2:17][CH2:18][OH:19])=[N:5]2, predict the reactants needed to synthesize it. The reactants are: Br[C:2]1[CH:3]=[C:4]2[C:9](=[CH:10][CH:11]=1)[N:8]1[CH:12]=[CH:13][N:14]=[C:7]1[C:6]([NH:15][CH2:16][CH2:17][CH2:18][OH:19])=[N:5]2.[F:20][C:21]([F:32])([F:31])[C:22]1[CH:27]=[CH:26][CH:25]=[CH:24][C:23]=1B(O)O.C(=O)([O-])[O-].[K+].[K+].